This data is from Peptide-MHC class II binding affinity with 134,281 pairs from IEDB. The task is: Regression. Given a peptide amino acid sequence and an MHC pseudo amino acid sequence, predict their binding affinity value. This is MHC class II binding data. The peptide sequence is VKLRRSSAAQVDGFY. The MHC is DRB1_0401 with pseudo-sequence DRB1_0401. The binding affinity (normalized) is 0.545.